From a dataset of Full USPTO retrosynthesis dataset with 1.9M reactions from patents (1976-2016). Predict the reactants needed to synthesize the given product. (1) Given the product [F:11][C:12]1[CH:13]=[C:14]([C:15](=[O:18])[CH2:16][N:1]2[CH2:6][CH2:5][O:4][CH2:3][C@@H:2]2[C:7]([O:9][CH3:10])=[O:8])[CH:19]=[C:20]([F:22])[CH:21]=1, predict the reactants needed to synthesize it. The reactants are: [NH:1]1[CH2:6][CH2:5][O:4][CH2:3][C@@H:2]1[C:7]([O:9][CH3:10])=[O:8].[F:11][C:12]1[CH:13]=[C:14]([CH:19]=[C:20]([F:22])[CH:21]=1)[C:15](=[O:18])[CH2:16]Br.CCN(C(C)C)C(C)C. (2) Given the product [CH3:27][N:24]1[CH2:25][CH2:26][N:21]([CH:14]([C:15]2[CH:20]=[CH:19][CH:18]=[CH:17][CH:16]=2)[CH2:13][NH:12][C:10]2[C:9]3[C:4](=[CH:5][CH:6]=[CH:7][CH:8]=3)[N:3]=[C:2]([C:36]3[CH:35]=[CH:34][C:33]([NH:32][S:29]([CH3:28])(=[O:30])=[O:31])=[CH:38][CH:37]=3)[N:11]=2)[CH2:22][CH2:23]1, predict the reactants needed to synthesize it. The reactants are: Cl[C:2]1[N:11]=[C:10]([NH:12][CH2:13][CH:14]([N:21]2[CH2:26][CH2:25][N:24]([CH3:27])[CH2:23][CH2:22]2)[C:15]2[CH:20]=[CH:19][CH:18]=[CH:17][CH:16]=2)[C:9]2[C:4](=[CH:5][CH:6]=[CH:7][CH:8]=2)[N:3]=1.[CH3:28][S:29]([NH:32][C:33]1[CH:38]=[CH:37][C:36](B(O)O)=[CH:35][CH:34]=1)(=[O:31])=[O:30].CN(C)C1C=CC(C2N=C(NCC(C3C=CC=CC=3)C3NC=CC=3)C3C(=CC=CC=3)N=2)=CC=1. (3) Given the product [Cl:8][C:5]1[CH:6]=[CH:7][C:2]([CH:12]=[CH2:13])=[C:3]([N+:9]([O-:11])=[O:10])[CH:4]=1, predict the reactants needed to synthesize it. The reactants are: Br[C:2]1[CH:7]=[CH:6][C:5]([Cl:8])=[CH:4][C:3]=1[N+:9]([O-:11])=[O:10].[CH:12]([B-](F)(F)F)=[CH2:13].[K+].C(=O)([O-])[O-].[Cs+].[Cs+].